From a dataset of Catalyst prediction with 721,799 reactions and 888 catalyst types from USPTO. Predict which catalyst facilitates the given reaction. Reactant: [CH2:1]([O:8][C:9]1[CH:10]=[C:11]([S:15][C:16]2[CH:21]=[CH:20][C:19]([CH2:22][CH2:23][C:24]([NH:28][C:29]([O:31][C:32]([CH3:35])([CH3:34])[CH3:33])=[O:30])([CH3:27])[CH2:25][OH:26])=[C:18]([Cl:36])[CH:17]=2)[CH:12]=[CH:13][CH:14]=1)[C:2]1[CH:7]=[CH:6][CH:5]=[CH:4][CH:3]=1.CCCCCC.C(O)C. Product: [CH2:1]([O:8][C:9]1[CH:10]=[C:11]([S:15][C:16]2[CH:21]=[CH:20][C:19]([CH2:22][CH2:23][C:24]([NH:28][C:29]([O:31][C:32]([CH3:35])([CH3:34])[CH3:33])=[O:30])([CH3:27])[CH2:25][OH:26])=[C:18]([Cl:36])[CH:17]=2)[CH:12]=[CH:13][CH:14]=1)[C:2]1[CH:3]=[CH:4][CH:5]=[CH:6][CH:7]=1.[CH2:1]([O:8][C:9]1[CH:10]=[C:11]([S:15][C:16]2[CH:21]=[CH:20][C:19]([CH2:22][CH2:23][C:24]([NH:28][C:29]([O:31][C:32]([CH3:35])([CH3:34])[CH3:33])=[O:30])([CH3:27])[CH2:25][OH:26])=[C:18]([Cl:36])[CH:17]=2)[CH:12]=[CH:13][CH:14]=1)[C:2]1[CH:3]=[CH:4][CH:5]=[CH:6][CH:7]=1. The catalyst class is: 22.